This data is from Reaction yield outcomes from USPTO patents with 853,638 reactions. The task is: Predict the reaction yield, written as a fraction of the theoretical maximum amount of product (1.0 means a 100% yield; for example, 0.34 means a 34% yield). (1) The reactants are N(C(C)C)C(C)C.[Li]CCCC.[Br:13][C:14]1[CH:19]=[CH:18][C:17]([NH2:20])=[C:16]([F:21])[CH:15]=1.Cl[C:23]1[C:24]([C:31]([OH:33])=[O:32])=[CH:25][N:26]([CH3:30])[C:27](=[O:29])[CH:28]=1. The catalyst is C1COCC1. The product is [Br:13][C:14]1[CH:19]=[CH:18][C:17]([NH:20][C:23]2[C:24]([C:31]([OH:33])=[O:32])=[CH:25][N:26]([CH3:30])[C:27](=[O:29])[CH:28]=2)=[C:16]([F:21])[CH:15]=1. The yield is 0.770. (2) The reactants are [CH3:1][O:2][C:3](=[O:17])[CH2:4][N:5]([C:10]([O:12][C:13]([CH3:16])([CH3:15])[CH3:14])=[O:11])C(=O)CC.CN1C(=O)N(C)CCC1.[Li+].C[Si]([N-][Si](C)(C)C)(C)C.[CH2:37]1C[O:40][CH2:39][CH2:38]1. No catalyst specified. The product is [CH3:1][O:2][C:3](=[O:17])[CH:4]([NH:5][C:10]([O:12][C:13]([CH3:14])([CH3:15])[CH3:16])=[O:11])[C:39](=[O:40])[CH2:38][CH3:37]. The yield is 0.810. (3) The reactants are [C:1]([N:4]1[C:8]2[CH:9]=[CH:10][C:11]([Cl:13])=[CH:12][C:7]=2[S:6][CH:5]1[C:14]1[CH:19]=[C:18]([O:20][CH3:21])[CH:17]=[CH:16][C:15]=1[O:22][CH2:23][CH2:24][CH2:25]Cl)(=[O:3])[CH3:2].[CH2:27]([O:29][CH2:30][CH2:31][NH:32][CH:33]([CH3:35])[CH3:34])[CH3:28].C(=O)([O-])[O-].[K+].[K+].[I-].[Na+]. The catalyst is O.CN(C)C=O. The product is [C:1]([N:4]1[C:8]2[CH:9]=[CH:10][C:11]([Cl:13])=[CH:12][C:7]=2[S:6][CH:5]1[C:14]1[CH:19]=[C:18]([O:20][CH3:21])[CH:17]=[CH:16][C:15]=1[O:22][CH2:23][CH2:24][CH2:25][N:32]([CH2:31][CH2:30][O:29][CH2:27][CH3:28])[CH:33]([CH3:35])[CH3:34])(=[O:3])[CH3:2]. The yield is 0.750. (4) The reactants are [OH:1][C:2]1[CH:9]=[CH:8][C:5]([C:6]#[N:7])=[CH:4][CH:3]=1.C(#N)C.C(=O)([O-])[O-].[K+].[K+].Br[CH2:20][CH2:21][CH2:22][CH2:23][CH2:24][Cl:25]. The catalyst is C(OC(=O)C)C. The product is [Cl:25][CH2:24][CH2:23][CH2:22][CH2:21][CH2:20][O:1][C:2]1[CH:9]=[CH:8][C:5]([C:6]#[N:7])=[CH:4][CH:3]=1. The yield is 0.900.